The task is: Regression. Given two drug SMILES strings and cell line genomic features, predict the synergy score measuring deviation from expected non-interaction effect.. This data is from NCI-60 drug combinations with 297,098 pairs across 59 cell lines. Drug 1: C1CCN(CC1)CCOC2=CC=C(C=C2)C(=O)C3=C(SC4=C3C=CC(=C4)O)C5=CC=C(C=C5)O. Drug 2: CC(C1=C(C=CC(=C1Cl)F)Cl)OC2=C(N=CC(=C2)C3=CN(N=C3)C4CCNCC4)N. Cell line: RXF 393. Synergy scores: CSS=-1.34, Synergy_ZIP=-1.40, Synergy_Bliss=-6.51, Synergy_Loewe=-3.97, Synergy_HSA=-5.24.